Dataset: Full USPTO retrosynthesis dataset with 1.9M reactions from patents (1976-2016). Task: Predict the reactants needed to synthesize the given product. (1) Given the product [Cl:1][C:2]1[CH:3]=[N+:4]([O-:10])[CH:5]=[C:6]([O:8][CH3:9])[CH:7]=1, predict the reactants needed to synthesize it. The reactants are: [Cl:1][C:2]1[CH:3]=[N:4][CH:5]=[C:6]([O:8][CH3:9])[CH:7]=1.[OH:10]O. (2) Given the product [CH3:3][C:4]1([CH3:20])[O:8][C@H:7]([CH2:9][O:10][C:11]2[CH:12]=[C:13]([CH:14]=[CH:15][CH:16]=2)[NH2:17])[CH2:6][O:5]1, predict the reactants needed to synthesize it. The reactants are: [NH4+].[Cl-].[CH3:3][C:4]1([CH3:20])[O:8][C@H:7]([CH2:9][O:10][C:11]2[CH:16]=[CH:15][CH:14]=[C:13]([N+:17]([O-])=O)[CH:12]=2)[CH2:6][O:5]1.C(O)(C)C.